This data is from Retrosynthesis with 50K atom-mapped reactions and 10 reaction types from USPTO. The task is: Predict the reactants needed to synthesize the given product. (1) Given the product CCCCCCCCCCCCCCOc1ccc(CC(=O)OC)cc1F, predict the reactants needed to synthesize it. The reactants are: CCCCCCCCCCCCCCBr.COC(=O)Cc1ccc(O)c(F)c1. (2) Given the product COc1ccc2c(Nc3ccc4cn[nH]c4c3)c(C#N)cnc2c1, predict the reactants needed to synthesize it. The reactants are: COc1ccc2c(Cl)c(C#N)cnc2c1.Nc1ccc2cn[nH]c2c1. (3) Given the product Cn1nc(C(C)(C)C)cc1NC(=O)Nc1cccc(C#Cc2cnc(NCCCN3CCCCC3)nc2)c1, predict the reactants needed to synthesize it. The reactants are: Cn1nc(C(C)(C)C)cc1NC(=O)Nc1cccc(C#Cc2cnc(Cl)nc2)c1.NCCCN1CCCCC1. (4) The reactants are: COC(=O)c1ccc(OCC2CCN(C(=O)OC(C)(C)C)CC2)cc1OC. Given the product COc1cc(OCC2CCN(C(=O)OC(C)(C)C)CC2)ccc1C(=O)O, predict the reactants needed to synthesize it. (5) Given the product Nc1nc(OCCCCO)nc2c1nc(O)n2Cc1ccccc1, predict the reactants needed to synthesize it. The reactants are: COc1nc2c(N)nc(OCCCCO)nc2n1Cc1ccccc1.